Dataset: Forward reaction prediction with 1.9M reactions from USPTO patents (1976-2016). Task: Predict the product of the given reaction. (1) Given the reactants [CH3:1][N:2]1[C:6]([C:7]2[S:8][C:9]3[N:10]=[CH:11][N:12]=[C:13]([SH:16])[C:14]=3[N:15]=2)=[C:5]([C:17]2[CH:22]=[CH:21][CH:20]=[CH:19][CH:18]=2)[N:4]=[CH:3]1.[CH3:23]I, predict the reaction product. The product is: [CH3:1][N:2]1[C:6]([C:7]2[S:8][C:9]3[N:10]=[CH:11][N:12]=[C:13]([S:16][CH3:23])[C:14]=3[N:15]=2)=[C:5]([C:17]2[CH:18]=[CH:19][CH:20]=[CH:21][CH:22]=2)[N:4]=[CH:3]1. (2) Given the reactants Cl[C:2]1[C:7]([N+:8]([O-:10])=[O:9])=[CH:6][CH:5]=[CH:4][N:3]=1.[NH:11]1[CH2:16][CH2:15][NH:14][CH2:13][CH2:12]1.C(#N)C, predict the reaction product. The product is: [N+:8]([C:7]1[C:2]([N:11]2[CH2:16][CH2:15][NH:14][CH2:13][CH2:12]2)=[N:3][CH:4]=[CH:5][CH:6]=1)([O-:10])=[O:9]. (3) Given the reactants [OH:1][CH2:2][C@@H:3]1[O:7]C(C)(C)[O:5][C@H:4]1[CH2:10][O:11][C:12]1[C:21](=[O:22])[N:20]2[CH2:23][CH2:24][C:25]([CH3:27])([CH3:26])[C:18]3[C:19]2=[C:14]([CH:15]=[CH:16][CH:17]=3)[N:13]=1, predict the reaction product. The product is: [CH3:26][C:25]1([CH3:27])[C:18]2[C:19]3[N:20]([C:21](=[O:22])[C:12]([O:11][CH2:10][C@H:4]([OH:5])[C@@H:3]([OH:7])[CH2:2][OH:1])=[N:13][C:14]=3[CH:15]=[CH:16][CH:17]=2)[CH2:23][CH2:24]1. (4) Given the reactants [CH3:1][CH:2]1[CH2:6][C:5](=[O:7])[NH:4][C@@H:3]1[C:8]([O:10][C:11]([CH3:14])([CH3:13])[CH3:12])=[O:9].[CH3:15]I.[H-].[Na+], predict the reaction product. The product is: [CH3:15][N:4]1[C:5](=[O:7])[CH2:6][CH:2]([CH3:1])[C@H:3]1[C:8]([O:10][C:11]([CH3:13])([CH3:12])[CH3:14])=[O:9]. (5) Given the reactants C([O:8][C:9]1[C:14](=[O:15])[N:13]([CH3:16])[C:12]([NH:17][S:18]([CH2:21][C:22]2[CH:23]=[C:24]([CH3:28])[CH:25]=[CH:26][CH:27]=2)(=[O:20])=[O:19])=[N:11][C:10]=1[C:29]([NH:31][CH3:32])=[O:30])C1C=CC=CC=1, predict the reaction product. The product is: [CH3:32][NH:31][C:29]([C:10]1[N:11]=[C:12]([NH:17][S:18]([CH2:21][C:22]2[CH:23]=[C:24]([CH3:28])[CH:25]=[CH:26][CH:27]=2)(=[O:19])=[O:20])[N:13]([CH3:16])[C:14](=[O:15])[C:9]=1[OH:8])=[O:30]. (6) Given the reactants [CH2:1]([O:3][C:4]([C:6]1[C:7]([OH:26])=[C:8]2[C:16](Br)=[C:15](Br)[N:14]([C:19]3[CH:24]=[CH:23][C:22]([F:25])=[CH:21][CH:20]=3)[C:9]2=[C:10]([C:12]#[N:13])[N:11]=1)=[O:5])[CH3:2].C([O-])=O.[NH4+], predict the reaction product. The product is: [CH2:1]([O:3][C:4]([C:6]1[C:7]([OH:26])=[C:8]2[CH:16]=[CH:15][N:14]([C:19]3[CH:24]=[CH:23][C:22]([F:25])=[CH:21][CH:20]=3)[C:9]2=[C:10]([C:12]#[N:13])[N:11]=1)=[O:5])[CH3:2]. (7) Given the reactants [CH2:1]([C:4]1[C:5]([OH:13])=[C:6]([C:10](=[O:12])[CH3:11])[CH:7]=[CH:8][CH:9]=1)[CH:2]=[CH2:3], predict the reaction product. The product is: [OH:13][C:5]1[C:4](/[CH:1]=[CH:2]/[CH3:3])=[CH:9][CH:8]=[CH:7][C:6]=1[C:10](=[O:12])[CH3:11].